This data is from Drug-target binding data from BindingDB using IC50 measurements. The task is: Regression. Given a target protein amino acid sequence and a drug SMILES string, predict the binding affinity score between them. We predict pIC50 (pIC50 = -log10(IC50 in M); higher means more potent). Dataset: bindingdb_ic50. (1) The small molecule is O=S(=O)(N[C@H]1C(O)O[C@H](CNS(=O)(=O)c2cccc(Cl)c2Cl)[C@@H](O)[C@@H]1O)c1ccc(Cl)s1. The target protein (P19367) has sequence MIAAQLLAYYFTELKDDQVKKIDKYLYAMRLSDETLIDIMTRFRKEMKNGLSRDFNPTATVKMLPTFVRSIPDGSEKGDFIALDLGGSSFRILRVQVNHEKNQNVHMESEVYDTPENIVHGSGSQLFDHVAECLGDFMEKRKIKDKKLPVGFTFSFPCQQSKIDEAILITWTKRFKASGVEGADVVKLLNKAIKKRGDYDANIVAVVNDTVGTMMTCGYDDQHCEVGLIIGTGTNACYMEELRHIDLVEGDEGRMCINTEWGAFGDDGSLEDIRTEFDREIDRGSLNPGKQLFEKMVSGMYLGELVRLILVKMAKEGLLFEGRITPELLTRGKFNTSDVSAIEKNKEGLHNAKEILTRLGVEPSDDDCVSVQHVCTIVSFRSANLVAATLGAILNRLRDNKGTPRLRTTVGVDGSLYKTHPQYSRRFHKTLRRLVPDSDVRFLLSESGSGKGAAMVTAVAYRLAEQHRQIEETLAHFHLTKDMLLEVKKRMRAEMELGLR.... The pIC50 is 4.2. (2) The drug is O=C(c1ccc(-c2cccc(NS(=O)(=O)c3ccccc3OC(F)(F)F)c2)s1)c1c(F)ccc(O)c1F. The target protein (P51657) has sequence MDSTVVLITGCSSGIGLHLAVRLASDRSQSFKVYATLRDLKSQGPLLEAARAQGCPPGSLEILELDVRDSESVAAARACVTEGRVDVLVCNAGRGLFGPLEAHELNAVGAVLDVNVLGTIRMLQAFLPDMKRRHSGRVLVTASVGGLMGLPFHEVYCASKFALEGLCESLAILLPLFGVHVSLIECGAVHTAFHEKLEGGPGGALERADAQTRHLFAHYQRGYEQALSEAQDPEEVTELFLTAMRAPQPALRYFSTNRFLPLARMRTEDPSGSSYVEAMHREAFSDLQVQEGAKAGAQVSGDPDTPPRALICLPECAIPRVTAELGWSASDKPGQNKSCYQQKI. The pIC50 is 7.1. (3) The compound is COCCn1/c(=N/C(=O)c2cc(-c3cccs3)nc3ccccc23)sc2cc(S(N)(=O)=O)ccc21. The target protein (A0A0B4J268) has sequence MRQVARVIVFLTLSTLSLAKTTQPISMDSYEGQEVNITCSHNNIATNDYITWYQQFPSQGPRFIIQGYKTKVTNEVASLFIPADRKSSTLSLPRVSLSDTAVYYCLVGD. The pIC50 is 4.0. (4) The compound is Cc1cnc2ccccc2c1NCCCN1CCCCC1. The target protein (Q01984) has sequence MASFMRSLFSDHSRYVESFRRFLNNSTEHQCMQEFMDKKLPGIIARIGETKAEIKILSIGGGAGEIDLQILSKVQAQYPGICINNEVVEPNAEQIVKYKELVAKTSNMENIKFAWHKETSSEYQKRVVEEDEEPPKWDFIHMIQMLYYVKDIPATLKFFHGLLAANAKILIILVSGTSGWEKLWKKYGFRLPRDDLCQYVTSSDLAQILDDLGIKYECYDLLSTMDITDCFIDGNENGDLLWDFLTETCNFIKTAPLDLKEEIMKDLQEPEFSVKKEGKVLFNNNLSFIVVEANV. The pIC50 is 6.2. (5) The small molecule is C[C@@H]1NC(=O)[C@@H]([C@@H](C)O)NC(=O)CNC(=O)[C@@H](Cc2cnc[nH]2)NC(=O)[C@H](Cc2c[nH]c3ccccc23)NC(=O)[C@@H](CC(N)=O)NC(=O)CNC(=O)C[C@H](C(=O)N[C@@H](Cc2c[nH]c3ccccc23)C(=O)N[C@@H](Cc2ccccc2)C(=O)N[C@@H](Cc2ccccc2)C(=O)N[C@@H](CC(N)=O)C(=O)N[C@@H](Cc2ccc(O)cc2)C(=O)N[C@@H](Cc2ccc(O)cc2)C(=O)O)NC(=O)[C@H]2CCCN2C1=O. The target protein (P28088) has sequence MQPLPSLCGRALVALILACGVAGIQAEEREFPPAGATQPLPGTGEMMETPTETSWPGRSNASDPRSSATPQIPRGGRMAGIPPRTPPPCDGPIEIKETFKYINTVVSCLVFVLGIIGNSTLLRIIYKNKCMRNGPNILIASLALGDLLHIIIDIPINTYKLLAKDWPFGVEMCKLVPFIQKASVGITVLSLCALSIDRYRAVASWSRIKGIGVPKWTAVEIVLIWVVSVVLAVPEAVGFDIITSDHIGNKLRICLLHPTQKTAFMQFYKTAKDWWLFSFYFCLPLAITALFYTLMTCEMLRKKSGMQIALNDHLKQRREVAKTVFCLVLVFALCWLPLHLSRILKLTLYDQHDPRRCEFLSFLLVLDYIGINMASLNSCINPIALYLVSKRFKNCFKSCLCCWCQSFEEKQSLEEKQSCLKFKANDHGYDNFRSSNKYSSS. The pIC50 is 7.3. (6) The small molecule is CC(C)CC(C(=O)Nc1oc(-c2ccco2)c(-c2ccco2)c1C#N)N1C(=O)c2ccccc2C1=O. The target protein (O15305) has sequence MAAPGPALCLFDVDGTLTAPRQKITKEMDDFLQKLRQKIKIGVVGGSDFEKVQEQLGNDVVEKYDYVFPENGLVAYKDGKLLCRQNIQSHLGEALIQDLINYCLSYIAKIKLPKKRGTFIEFRNGMLNVSPIGRSCSQEERIEFYELDKKENIRQKFVADLRKEFAGKGLTFSIGGQISFDVFPDGWDKRYCLRHVENDGYKTIYFFGDKTMPGGNDHEIFTDPRTMGYSVTAPEDTRRICELLFS. The pIC50 is 4.1.